Dataset: CYP2D6 inhibition data for predicting drug metabolism from PubChem BioAssay. Task: Regression/Classification. Given a drug SMILES string, predict its absorption, distribution, metabolism, or excretion properties. Task type varies by dataset: regression for continuous measurements (e.g., permeability, clearance, half-life) or binary classification for categorical outcomes (e.g., BBB penetration, CYP inhibition). Dataset: cyp2d6_veith. (1) The drug is Cc1ccc(C)c(S(=O)(=O)NC(CC(C)C)C(=O)O)c1. The result is 0 (non-inhibitor). (2) The result is 0 (non-inhibitor). The compound is Nc1ccc(S(=O)(=O)Nc2cnc3ccccc3n2)cc1. (3) The molecule is Cc1ccccc1-c1nc(CS(=O)CC(=O)NCCN2CCN(Cc3ccccc3)CC2)c(C)o1. The result is 1 (inhibitor). (4) The compound is Nc1nc2nc3c(nc2c(=O)[nH]1)CN(c1ccc(C(=O)O)cc1)C3=O. The result is 0 (non-inhibitor). (5) The result is 0 (non-inhibitor). The drug is Cc1cc(C)c(C(N)=O)c(NC(=O)Nc2ccccc2)n1.